Dataset: Reaction yield outcomes from USPTO patents with 853,638 reactions. Task: Predict the reaction yield, written as a fraction of the theoretical maximum amount of product (1.0 means a 100% yield; for example, 0.34 means a 34% yield). (1) The reactants are CS(O[C@@H:6]1[C@@H:11]([CH3:12])[CH2:10][C@@H:9]([C:13]2[CH:18]=[CH:17][N:16]=[CH:15][C:14]=2[NH:19][C:20]([O:22][C:23]([CH3:26])([CH3:25])[CH3:24])=[O:21])[CH2:8][C@H:7]1[NH:27][C:28]([O:30][C:31]([CH3:34])([CH3:33])[CH3:32])=[O:29])(=O)=O.[N-:35]=[N+:36]=[N-:37].[Na+]. The catalyst is CN(C=O)C. The product is [C:23]([O:22][C:20]([NH:19][C:14]1[CH:15]=[N:16][CH:17]=[CH:18][C:13]=1[C@H:9]1[CH2:8][C@@H:7]([NH:27][C:28](=[O:29])[O:30][C:31]([CH3:34])([CH3:33])[CH3:32])[C@@H:6]([N:35]=[N+:36]=[N-:37])[C@@H:11]([CH3:12])[CH2:10]1)=[O:21])([CH3:26])([CH3:25])[CH3:24].[C:23]([O:22][C:20]([NH:19][C:14]1[CH:15]=[N:16][CH:17]=[CH:18][C:13]=1[C@@H:9]1[CH2:8][C@H:7]([NH:27][C:28](=[O:29])[O:30][C:31]([CH3:34])([CH3:33])[CH3:32])[C@H:6]([N:35]=[N+:36]=[N-:37])[C@H:11]([CH3:12])[CH2:10]1)=[O:21])([CH3:26])([CH3:25])[CH3:24]. The yield is 0.210. (2) The reactants are [Br:1][C:2]1[C:3](Cl)=[N:4][C:5]([CH3:8])=[CH:6][CH:7]=1.[CH3:10][O-:11].[Na+]. The yield is 0.460. The product is [Br:1][C:2]1[C:3]([O:11][CH3:10])=[N:4][C:5]([CH3:8])=[CH:6][CH:7]=1. The catalyst is O1CCCC1. (3) The reactants are N(C(OCC)=O)=NC(OCC)=O.[Br:13][C:14]1[CH:33]=[CH:32][C:17]([NH:18][C:19]2[C:28]3[C:23](=[CH:24][C:25]([OH:31])=[C:26]([O:29][CH3:30])[CH:27]=3)[N:22]=[CH:21][N:20]=2)=[C:16]([F:34])[CH:15]=1.C1(P(C2C=CC=CC=2)C2C=CC=CC=2)C=CC=CC=1.[CH3:54][O:55][CH2:56][CH2:57][O:58][CH2:59][CH2:60]O.C(Cl)[Cl:63]. No catalyst specified. The product is [ClH:63].[Br:13][C:14]1[CH:33]=[CH:32][C:17]([NH:18][C:19]2[C:28]3[C:23](=[CH:24][C:25]([O:31][CH2:60][CH2:59][O:58][CH2:57][CH2:56][O:55][CH3:54])=[C:26]([O:29][CH3:30])[CH:27]=3)[N:22]=[CH:21][N:20]=2)=[C:16]([F:34])[CH:15]=1. The yield is 0.340. (4) The yield is 0.400. The product is [CH3:19][CH:15]1[CH2:14][CH2:13][CH2:12][CH2:11][N:10]2[C:16](=[O:18])[CH:17]=[C:7]([C:4]3[CH:5]=[CH:6][N:1]=[CH:2][N:3]=3)[N:8]=[C:9]12. The reactants are [N:1]1[CH:6]=[CH:5][C:4]([C:7]2[N:8]=[C:9]3[CH2:15][CH2:14][CH2:13][CH2:12][CH2:11][N:10]3[C:16](=[O:18])[CH:17]=2)=[N:3][CH:2]=1.[CH3:19][Si]([N-][Si](C)(C)C)(C)C.[Li+].CI. The catalyst is O1CCCC1. (5) The reactants are [NH2:1][C:2]1[C:7](=[O:8])[N:6]([CH3:9])[CH:5]=[C:4]([C:10]2[C:11]([CH3:29])=[C:12]([NH:16][C:17](=[O:28])[C:18]3[CH:23]=[CH:22][C:21]([C:24]([CH3:27])([CH3:26])[CH3:25])=[CH:20][CH:19]=3)[CH:13]=[CH:14][CH:15]=2)[CH:3]=1.Cl[C:31]1[N:36]=[N:35][C:34]([N:37]2[CH2:42][CH2:41][O:40][CH2:39][CH2:38]2)=[CH:33][CH:32]=1.CC1(C)C2C=CC=C(P(C3C=CC=CC=3)C3C=CC=CC=3)C=2OC2C1=CC=CC=2P(C1C=CC=CC=1)C1C=CC=CC=1.C([O-])([O-])=O.[Cs+].[Cs+]. The catalyst is O1CCOCC1.C1C=CC(/C=C/C(/C=C/C2C=CC=CC=2)=O)=CC=1.C1C=CC(/C=C/C(/C=C/C2C=CC=CC=2)=O)=CC=1.C1C=CC(/C=C/C(/C=C/C2C=CC=CC=2)=O)=CC=1.[Pd].[Pd]. The product is [C:24]([C:21]1[CH:20]=[CH:19][C:18]([C:17]([NH:16][C:12]2[CH:13]=[CH:14][CH:15]=[C:10]([C:4]3[CH:3]=[C:2]([NH:1][C:31]4[N:36]=[N:35][C:34]([N:37]5[CH2:38][CH2:39][O:40][CH2:41][CH2:42]5)=[CH:33][CH:32]=4)[C:7](=[O:8])[N:6]([CH3:9])[CH:5]=3)[C:11]=2[CH3:29])=[O:28])=[CH:23][CH:22]=1)([CH3:25])([CH3:26])[CH3:27]. The yield is 0.380.